This data is from Full USPTO retrosynthesis dataset with 1.9M reactions from patents (1976-2016). The task is: Predict the reactants needed to synthesize the given product. Given the product [F:17][C:14]1[CH:15]=[CH:16][C:11]([CH2:10][CH2:9][N:6]2[CH2:7][CH2:8][CH:3]([CH:1]=[O:28])[CH2:4][CH2:5]2)=[CH:12][CH:13]=1, predict the reactants needed to synthesize it. The reactants are: [C:1]([CH:3]1[CH2:8][CH2:7][N:6]([CH2:9][CH2:10][C:11]2[CH:16]=[CH:15][C:14]([F:17])=[CH:13][CH:12]=2)[CH2:5][CH2:4]1)#N.CC(C[AlH]CC(C)C)C.Cl.[OH-:28].[Na+].